This data is from Peptide-MHC class II binding affinity with 134,281 pairs from IEDB. The task is: Regression. Given a peptide amino acid sequence and an MHC pseudo amino acid sequence, predict their binding affinity value. This is MHC class II binding data. (1) The peptide sequence is IANIFTPLVQPVGAL. The MHC is DRB1_0301 with pseudo-sequence DRB1_0301. The binding affinity (normalized) is 0.170. (2) The peptide sequence is IVDRQWAQDLTLPWQ. The MHC is HLA-DQA10201-DQB10303 with pseudo-sequence HLA-DQA10201-DQB10303. The binding affinity (normalized) is 0. (3) The peptide sequence is ADSEITETYKEGDAV. The MHC is H-2-IAb with pseudo-sequence H-2-IAb. The binding affinity (normalized) is 0.